This data is from Forward reaction prediction with 1.9M reactions from USPTO patents (1976-2016). The task is: Predict the product of the given reaction. (1) Given the reactants [Cl:1][C:2]1[CH:3]=[C:4]([C:9]23[CH2:14][CH:13]2[CH2:12][NH:11][C:10]3=[O:15])[CH:5]=[CH:6][C:7]=1[Cl:8].C(N(CC)CC)C.[C:23](O[C:23]([O:25][C:26]([CH3:29])([CH3:28])[CH3:27])=[O:24])([O:25][C:26]([CH3:29])([CH3:28])[CH3:27])=[O:24], predict the reaction product. The product is: [C:26]([O:25][C:23]([N:11]1[CH2:12][CH:13]2[C:9]([C:4]3[CH:5]=[CH:6][C:7]([Cl:8])=[C:2]([Cl:1])[CH:3]=3)([CH2:14]2)[C:10]1=[O:15])=[O:24])([CH3:29])([CH3:28])[CH3:27]. (2) Given the reactants [F:1][CH:2]([F:49])[O:3][C:4]1[CH:47]=[CH:46][C:7]([CH2:8][NH:9][C:10]([C@H:12]2[CH2:17][N:16]([C:18]3[S:19][C:20]4[C:25](Cl)=[N:24][C:23]([C:27]([F:30])([F:29])[F:28])=[N:22][C:21]=4[N:31]=3)[CH2:15][CH2:14][N:13]2[S:32]([C:35]2[CH:40]=[CH:39][C:38]([O:41][C:42]([F:45])([F:44])[F:43])=[CH:37][CH:36]=2)(=[O:34])=[O:33])=[O:11])=[CH:6][C:5]=1[F:48].C([O-])=O.[NH4+], predict the reaction product. The product is: [F:49][CH:2]([F:1])[O:3][C:4]1[CH:47]=[CH:46][C:7]([CH2:8][NH:9][C:10]([C@H:12]2[CH2:17][N:16]([C:18]3[S:19][C:20]4[CH:25]=[N:24][C:23]([C:27]([F:29])([F:30])[F:28])=[N:22][C:21]=4[N:31]=3)[CH2:15][CH2:14][N:13]2[S:32]([C:35]2[CH:36]=[CH:37][C:38]([O:41][C:42]([F:45])([F:44])[F:43])=[CH:39][CH:40]=2)(=[O:33])=[O:34])=[O:11])=[CH:6][C:5]=1[F:48].